From a dataset of Retrosynthesis with 50K atom-mapped reactions and 10 reaction types from USPTO. Predict the reactants needed to synthesize the given product. (1) Given the product CC(C)(C)CCNC(=O)Cc1ccc(CN)cc1, predict the reactants needed to synthesize it. The reactants are: CC(C)(C)CCNC(=O)Cc1ccc(C#N)cc1. (2) Given the product N#Cc1ccc(-c2ncc(C(F)(F)F)cc2Cl)cc1OCC(=O)C1CC1, predict the reactants needed to synthesize it. The reactants are: N#Cc1ccc(-c2ncc(C(F)(F)F)cc2Cl)cc1O.O=C(CBr)C1CC1. (3) Given the product CCC(COC)OC(=O)c1ccc(NS(=O)(=O)c2cc(-c3ccccc3)c(Cl)s2)cc1O, predict the reactants needed to synthesize it. The reactants are: CCC(O)COC.O=C(O)c1ccc(NS(=O)(=O)c2cc(-c3ccccc3)c(Cl)s2)cc1O. (4) Given the product Cc1nc2sccn2c1C(=O)N[C@@H]1CCCN(C(=O)c2ccccc2-c2cccc(Cl)c2)C1, predict the reactants needed to synthesize it. The reactants are: Cc1nc2sccn2c1C(=O)N[C@@H]1CCCNC1.O=C(O)c1ccccc1-c1cccc(Cl)c1. (5) Given the product CCOC(=O)c1ccc2c(n1)CCCC2NCCc1cc(F)ccc1OCc1ccc(CCc2ccc(C(F)(F)F)cc2)cc1, predict the reactants needed to synthesize it. The reactants are: CCOC(=O)c1ccc2c(n1)CCCC2N(CCc1cc(F)ccc1OCc1ccc(CCc2ccc(C(F)(F)F)cc2)cc1)C(=O)OC(C)(C)C. (6) Given the product Nc1cc(-c2cccs2)ccc1[N+](=O)[O-], predict the reactants needed to synthesize it. The reactants are: Nc1cc(Br)ccc1[N+](=O)[O-].OB(O)c1cccs1. (7) Given the product CCOc1cc(C(=O)O)cc(OC)c1-c1cnn(C)c1, predict the reactants needed to synthesize it. The reactants are: CCOc1cc(C(=O)OC)cc(OC)c1-c1cnn(C)c1. (8) Given the product CCC(=O)C(C)(C)C1CCOC(C)(C)O1, predict the reactants needed to synthesize it. The reactants are: CCC(O)C(C)(C)C1CCOC(C)(C)O1. (9) Given the product CC(C)(C)OC(=O)NCc1ccc(Nc2ccccc2N)cc1, predict the reactants needed to synthesize it. The reactants are: CC(C)(C)OC(=O)NCc1ccc(Nc2ccccc2[N+](=O)[O-])cc1.